This data is from Forward reaction prediction with 1.9M reactions from USPTO patents (1976-2016). The task is: Predict the product of the given reaction. (1) Given the reactants [CH3:1][O:2][C:3]1[CH:8]=[CH:7][N:6]=[C:5]([C:9]2[N:13]3[CH2:14][C@H:15]([CH3:19])[NH:16][C:17](=[S:18])[C:12]3=[N:11][N:10]=2)[CH:4]=1.I[CH3:21], predict the reaction product. The product is: [CH3:1][O:2][C:3]1[CH:8]=[CH:7][N:6]=[C:5]([C:9]2[N:13]3[CH2:14][C@H:15]([CH3:19])[N:16]=[C:17]([S:18][CH3:21])[C:12]3=[N:11][N:10]=2)[CH:4]=1. (2) Given the reactants [O:1]1[CH2:5][CH2:4][CH:3](C(O)=O)[CH2:2]1.C1C=CC(P(N=[N+]=[N-])(C2C=CC=CC=2)=O)=CC=1.[NH2:26][C:27]1[C:28]([OH:38])=[C:29]([S:34]([NH2:37])(=[O:36])=[O:35])[C:30]([Cl:33])=[CH:31][CH:32]=1.C[N:40]([CH:42]=[O:43])C, predict the reaction product. The product is: [Cl:33][C:30]1[CH:31]=[CH:32][C:27]([NH:26][C:42]([NH:40][CH:3]2[CH2:4][CH2:5][O:1][CH2:2]2)=[O:43])=[C:28]([OH:38])[C:29]=1[S:34](=[O:36])(=[O:35])[NH2:37]. (3) Given the reactants [Br-].[CH2:2]([P+](C1C=CC=CC=1)(C1C=CC=CC=1)C1C=CC=CC=1)[C:3]1[CH:8]=[CH:7][CH:6]=[CH:5][CH:4]=1.[Li+].CC([N-]C(C)C)C.[CH3:36][CH:37]([CH:44]1[C@:60]2([CH3:61])[CH:47]([CH:48]3[CH:57]([CH2:58][CH2:59]2)[C@:56]2([CH3:62])[CH:51]([CH2:52][C:53](=O)[CH2:54][CH2:55]2)[CH2:50][CH2:49]3)[CH2:46][CH2:45]1)[CH2:38][CH2:39][CH2:40][CH:41]([CH3:43])[CH3:42], predict the reaction product. The product is: [CH3:36][CH:37]([CH:44]1[C@:60]2([CH3:61])[CH:47]([CH:48]3[CH:57]([CH2:58][CH2:59]2)[C@:56]2([CH3:62])[CH:51]([CH2:52]/[C:53](=[CH:2]\[C:3]4[CH:4]=[CH:5][CH:6]=[CH:7][CH:8]=4)/[CH2:54][CH2:55]2)[CH2:50][CH2:49]3)[CH2:46][CH2:45]1)[CH2:38][CH2:39][CH2:40][CH:41]([CH3:42])[CH3:43]. (4) Given the reactants [O:1]([C:8]1[C:9]([NH2:14])=[N:10][CH:11]=[CH:12][CH:13]=1)[C:2]1[CH:7]=[CH:6][CH:5]=[CH:4][CH:3]=1.[Br:15]Br.C([O-])(O)=O.[Na+], predict the reaction product. The product is: [Br:15][C:12]1[CH:13]=[C:8]([O:1][C:2]2[CH:3]=[CH:4][CH:5]=[CH:6][CH:7]=2)[C:9]([NH2:14])=[N:10][CH:11]=1. (5) Given the reactants [Cl:1][C:2]1[CH:7]=[CH:6][CH:5]=[C:4]([F:8])[C:3]=1[NH:9][C:10]1[NH:11][C:12]2[C:18]3[CH2:19][C:20]([CH3:23])([CH3:22])[O:21][C:17]=3[C:16]([C:24]([NH:26][C:27]3[CH:32]=[CH:31][C:30]([C:33]([F:36])([F:35])[F:34])=[CH:29][CH:28]=3)=[O:25])=[CH:15][C:13]=2[N:14]=1.[C:37]([OH:42])(=[O:41])[C:38]([OH:40])=[O:39], predict the reaction product. The product is: [C:37]([OH:42])(=[O:41])[C:38]([OH:40])=[O:39].[Cl:1][C:2]1[CH:7]=[CH:6][CH:5]=[C:4]([F:8])[C:3]=1[NH:9][C:10]1[NH:11][C:12]2[C:18]3[CH2:19][C:20]([CH3:22])([CH3:23])[O:21][C:17]=3[C:16]([C:24]([NH:26][C:27]3[CH:28]=[CH:29][C:30]([C:33]([F:35])([F:36])[F:34])=[CH:31][CH:32]=3)=[O:25])=[CH:15][C:13]=2[N:14]=1. (6) Given the reactants [OH:1][C:2]1[CH:14]=[C:13]2[C:5]([N:6]3[C:11](=[CH:12]2)[C:10](=[O:15])[NH:9][CH2:8][CH2:7]3)=[N:4][CH:3]=1.[CH:16]([N:19]1[CH2:24][CH2:23][CH:22](O)[CH2:21][CH2:20]1)([CH3:18])[CH3:17].C1(P(C2C=CC=CC=2)C2C=CC=CC=2)C=CC=CC=1.CC(OC(/N=N/C(OC(C)(C)C)=O)=O)(C)C, predict the reaction product. The product is: [CH:16]([N:19]1[CH2:24][CH2:23][CH:22]([O:1][C:2]2[CH:14]=[C:13]3[C:5]([N:6]4[C:11](=[CH:12]3)[C:10](=[O:15])[NH:9][CH2:8][CH2:7]4)=[N:4][CH:3]=2)[CH2:21][CH2:20]1)([CH3:18])[CH3:17]. (7) Given the reactants Br[C:2]1[CH:3]=[N:4][C:5]([C:8]2[CH:13]=[CH:12][C:11]([CH2:14][C@H:15]([NH:23][C:24]([C:26]3[S:27][C:28]([C:31]([CH3:34])([CH3:33])[CH3:32])=[CH:29][CH:30]=3)=[O:25])[C:16]([O:18][C:19]([CH3:22])([CH3:21])[CH3:20])=[O:17])=[CH:10][CH:9]=2)=[N:6][CH:7]=1.[F:35][C:36]1[CH:41]=[C:40]([OH:42])[CH:39]=[CH:38][C:37]=1B(O)O.O1CCOCC1.O.O.O.O.O.O.O.O.O.O.C(=O)([O-])[O-].[Na+].[Na+], predict the reaction product. The product is: [C:31]([C:28]1[S:27][C:26]([C:24]([NH:23][C@@H:15]([CH2:14][C:11]2[CH:12]=[CH:13][C:8]([C:5]3[N:4]=[CH:3][C:2]([C:37]4[CH:38]=[CH:39][C:40]([OH:42])=[CH:41][C:36]=4[F:35])=[CH:7][N:6]=3)=[CH:9][CH:10]=2)[C:16]([O:18][C:19]([CH3:22])([CH3:21])[CH3:20])=[O:17])=[O:25])=[CH:30][CH:29]=1)([CH3:34])([CH3:33])[CH3:32]. (8) Given the reactants [H-].[Na+].[C:3]1([NH:9][C:10]2[CH:11]=[C:12]([CH:18]=[CH:19][CH:20]=2)[C:13]([O:15]CC)=[O:14])[CH:8]=[CH:7][CH:6]=[CH:5][CH:4]=1.[CH3:21]I, predict the reaction product. The product is: [CH3:21][N:9]([C:3]1[CH:4]=[CH:5][CH:6]=[CH:7][CH:8]=1)[C:10]1[CH:11]=[C:12]([CH:18]=[CH:19][CH:20]=1)[C:13]([OH:15])=[O:14]. (9) Given the reactants [C:1]1([CH:7]([O:14][C:15](=[O:29])[C@@H:16]2[CH2:20][C@@H:19](O)[CH2:18][N:17]2[C:22]([O:24][C:25]([CH3:28])([CH3:27])[CH3:26])=[O:23])[C:8]2[CH:13]=[CH:12][CH:11]=[CH:10][CH:9]=2)[CH:6]=[CH:5][CH:4]=[CH:3][CH:2]=1.C1(P(C2C=CC=CC=2)C2C=CC=CC=2)C=CC=CC=1.[C:49]([N:57]1[C:62](=[O:63])[C:61]([CH3:64])=[CH:60][NH:59][C:58]1=[O:65])(=[O:56])[C:50]1[CH:55]=[CH:54][CH:53]=[CH:52][CH:51]=1.CCOC(/N=N/C(OCC)=O)=O, predict the reaction product. The product is: [C:1]1([CH:7]([O:14][C:15](=[O:29])[C@@H:16]2[CH2:20][C@H:19]([N:59]3[CH:60]=[C:61]([CH3:64])[C:62](=[O:63])[N:57]([C:49](=[O:56])[C:50]4[CH:55]=[CH:54][CH:53]=[CH:52][CH:51]=4)[C:58]3=[O:65])[CH2:18][N:17]2[C:22]([O:24][C:25]([CH3:28])([CH3:27])[CH3:26])=[O:23])[C:8]2[CH:9]=[CH:10][CH:11]=[CH:12][CH:13]=2)[CH:2]=[CH:3][CH:4]=[CH:5][CH:6]=1.